This data is from Reaction yield outcomes from USPTO patents with 853,638 reactions. The task is: Predict the reaction yield, written as a fraction of the theoretical maximum amount of product (1.0 means a 100% yield; for example, 0.34 means a 34% yield). The reactants are Cl.[F:2][C:3]([F:34])([F:33])[C:4]1[CH:5]=[C:6]([CH:26]=[C:27]([C:29]([F:32])([F:31])[F:30])[CH:28]=1)[CH2:7][N:8]([CH3:25])[C:9]([C@@H:11]1[CH2:16][CH2:15][NH:14][CH2:13][C@H:12]1[C:17]1[CH:22]=[CH:21][C:20]([F:23])=[CH:19][C:18]=1[CH3:24])=[O:10].[C:35]([N:42]1[CH2:47][CH2:46][C:45](=O)[CH2:44][CH2:43]1)([O:37][C:38]([CH3:41])([CH3:40])[CH3:39])=[O:36].CCN(CC)CC.[BH-](OC(C)=O)(OC(C)=O)OC(C)=O.[Na+]. The catalyst is C(OCC)(=O)C.O.C(O)(=O)C. The product is [F:34][C:3]([F:2])([F:33])[C:4]1[CH:5]=[C:6]([CH:26]=[C:27]([C:29]([F:30])([F:31])[F:32])[CH:28]=1)[CH2:7][N:8]([CH3:25])[C:9]([C@@H:11]1[CH2:16][CH2:15][N:14]([CH:45]2[CH2:46][CH2:47][N:42]([C:35]([O:37][C:38]([CH3:41])([CH3:40])[CH3:39])=[O:36])[CH2:43][CH2:44]2)[CH2:13][C@H:12]1[C:17]1[CH:22]=[CH:21][C:20]([F:23])=[CH:19][C:18]=1[CH3:24])=[O:10]. The yield is 0.830.